From a dataset of Forward reaction prediction with 1.9M reactions from USPTO patents (1976-2016). Predict the product of the given reaction. (1) Given the reactants Br[C:2]1[S:6][C:5]([C:7]2[CH:12]=[CH:11][N:10]=[CH:9][CH:8]=2)=[N:4][C:3]=1[CH2:13][C:14]1[CH:19]=[CH:18][C:17]([Cl:20])=[CH:16][CH:15]=1.O1CCOCC1.C(OC([N:34]1[CH:38]=[CH:37][CH:36]=[C:35]1B(O)O)=O)(C)(C)C.C(=O)([O-])[O-].[Cs+].[Cs+], predict the reaction product. The product is: [Cl:20][C:17]1[CH:18]=[CH:19][C:14]([CH2:13][C:3]2[N:4]=[C:5]([C:7]3[CH:12]=[CH:11][N:10]=[CH:9][CH:8]=3)[S:6][C:2]=2[C:35]2[NH:34][CH:38]=[CH:37][CH:36]=2)=[CH:15][CH:16]=1. (2) Given the reactants Br[C:2]1[CH:3]=[C:4]([CH:19]=[CH:20][C:21]=1[N:22]1[CH2:26][C@H:25]([OH:27])[C@@H:24]([OH:28])[CH2:23]1)[C:5]([NH:7][C:8]1[CH:13]=[CH:12][C:11]([O:14][C:15]([F:18])([F:17])[F:16])=[CH:10][CH:9]=1)=[O:6].[N:29]1[CH:34]=[CH:33][CH:32]=[C:31](B(O)O)[CH:30]=1, predict the reaction product. The product is: [OH:28][C@@H:24]1[C@@H:25]([OH:27])[CH2:26][N:22]([C:21]2[CH:20]=[CH:19][C:4]([C:5]([NH:7][C:8]3[CH:13]=[CH:12][C:11]([O:14][C:15]([F:18])([F:17])[F:16])=[CH:10][CH:9]=3)=[O:6])=[CH:3][C:2]=2[C:31]2[CH:30]=[N:29][CH:34]=[CH:33][CH:32]=2)[CH2:23]1. (3) Given the reactants C(O[C:6]([N:8]1[CH2:13][CH2:12][CH:11]([O:14][C:15]2[C:20]([Cl:21])=[CH:19][N:18]=[CH:17][C:16]=2[Cl:22])[CH2:10][CH2:9]1)=O)(C)(C)C.FC(F)(F)C(O)=O.[O:30]1C[CH:31]1[CH2:33][N:34]1[C:42]2[CH2:41][CH2:40][N:39]([C:43](=[O:45])[CH3:44])[CH2:38][C:37]=2[C:36]([C:46]2[CH:51]=[CH:50][C:49]([C:52]([F:55])([F:54])[F:53])=[CH:48][CH:47]=2)=[N:35]1, predict the reaction product. The product is: [Cl:21][C:20]1[CH:19]=[N:18][CH:17]=[C:16]([Cl:22])[C:15]=1[O:14][CH:11]1[CH2:10][CH2:9][N:8]([CH2:6][CH:31]([OH:30])[CH2:33][N:34]2[C:42]3[CH2:41][CH2:40][N:39]([C:43](=[O:45])[CH3:44])[CH2:38][C:37]=3[C:36]([C:46]3[CH:51]=[CH:50][C:49]([C:52]([F:55])([F:54])[F:53])=[CH:48][CH:47]=3)=[N:35]2)[CH2:13][CH2:12]1. (4) Given the reactants [F-].[K+].[C:3]([O:7][C:8](=[O:26])[CH2:9][C@H:10]([NH:15][C:16]([O:18][CH2:19][C:20]1[CH:25]=[CH:24][CH:23]=[CH:22][CH:21]=1)=[O:17])[C:11](=[O:14])[CH2:12]Br)([CH3:6])([CH3:5])[CH3:4].[F:27][C:28]1[C:33]([F:34])=[CH:32][C:31]([F:35])=[C:30]([F:36])[C:29]=1[OH:37], predict the reaction product. The product is: [C:3]([O:7][C:8](=[O:26])[CH2:9][C@H:10]([NH:15][C:16]([O:18][CH2:19][C:20]1[CH:25]=[CH:24][CH:23]=[CH:22][CH:21]=1)=[O:17])[C:11](=[O:14])[CH2:12][O:37][C:29]1[C:30]([F:36])=[C:31]([F:35])[CH:32]=[C:33]([F:34])[C:28]=1[F:27])([CH3:6])([CH3:5])[CH3:4]. (5) Given the reactants O[C:2]1([C:6]2[CH:11]=[CH:10][C:9]([C:12]3[N:16]=[C:15]([C:17]4[CH:18]=[CH:19][C:20]([O:25][CH2:26][CH3:27])=[C:21]([CH:24]=4)[C:22]#[N:23])[O:14][N:13]=3)=[CH:8][CH:7]=2)[CH2:5][O:4][CH2:3]1.CCN(S(F)(F)[F:34])CC, predict the reaction product. The product is: [F:34][C:2]1([C:6]2[CH:11]=[CH:10][C:9]([C:12]3[N:16]=[C:15]([C:17]4[CH:18]=[CH:19][C:20]([O:25][CH2:26][CH3:27])=[C:21]([CH:24]=4)[C:22]#[N:23])[O:14][N:13]=3)=[CH:8][CH:7]=2)[CH2:5][O:4][CH2:3]1. (6) Given the reactants CO[C:3](=[O:28])[C:4]1[CH:9]=[CH:8][C:7]([O:10][CH2:11][C:12]2[C:13]([C:21]3[CH:26]=[CH:25][C:24]([F:27])=[CH:23][CH:22]=3)=[N:14][O:15][C:16]=2[C:17]([F:20])([F:19])[F:18])=[N:6][CH:5]=1.[NH2:29][CH:30]1[CH2:35][CH2:34][O:33][CH2:32][CH2:31]1, predict the reaction product. The product is: [F:27][C:24]1[CH:25]=[CH:26][C:21]([C:13]2[C:12]([CH2:11][O:10][C:7]3[CH:8]=[CH:9][C:4]([C:3]([NH:29][CH:30]4[CH2:35][CH2:34][O:33][CH2:32][CH2:31]4)=[O:28])=[CH:5][N:6]=3)=[C:16]([C:17]([F:19])([F:20])[F:18])[O:15][N:14]=2)=[CH:22][CH:23]=1.